This data is from Forward reaction prediction with 1.9M reactions from USPTO patents (1976-2016). The task is: Predict the product of the given reaction. (1) Given the reactants Br[C:2]1[C:3]2[C:8]([CH:9]=[C:10]3[C:15]=1[CH:14]=[CH:13][CH:12]=[CH:11]3)=[CH:7][CH:6]=[CH:5][CH:4]=2.B(O)(O)[C:17]1[CH:18]=[CH:19][C:20]([CH3:23])=[CH:21][CH:22]=1.C([O-])([O-])=O.[Na+].[Na+].C1COCC1, predict the reaction product. The product is: [C:20]1([CH3:23])[CH:21]=[CH:22][C:17]([C:2]2[C:3]3[C:8]([CH:9]=[C:10]4[C:15]=2[CH:14]=[CH:13][CH:12]=[CH:11]4)=[CH:7][CH:6]=[CH:5][CH:4]=3)=[CH:18][CH:19]=1. (2) Given the reactants [CH3:1][CH:2]([CH3:6])[C:3]([OH:5])=O.CCN(C(C)C)C(C)C.F[P-](F)(F)(F)(F)F.N1(O[P+](N(C)C)(N(C)C)N(C)C)C2C=CC=CC=2N=N1.Cl.[CH3:44][N:45]([C:64]1[CH:69]=[CH:68][CH:67]=[CH:66][CH:65]=1)[C:46]1[N:51]=[C:50]([NH2:52])[N:49]=[C:48]([C:53]2[N:57]=[C:56]([CH:58]3[CH2:63][CH2:62][NH:61][CH2:60][CH2:59]3)[O:55][N:54]=2)[N:47]=1, predict the reaction product. The product is: [NH2:52][C:50]1[N:51]=[C:46]([N:45]([CH3:44])[C:64]2[CH:65]=[CH:66][CH:67]=[CH:68][CH:69]=2)[N:47]=[C:48]([C:53]2[N:57]=[C:56]([CH:58]3[CH2:63][CH2:62][N:61]([C:3](=[O:5])[CH:2]([CH3:6])[CH3:1])[CH2:60][CH2:59]3)[O:55][N:54]=2)[N:49]=1. (3) The product is: [OH:13][CH:3]([CH2:4][C:5]1[CH:10]=[CH:9][C:8]([O:11][CH3:12])=[CH:7][CH:6]=1)[CH2:2][NH:1][C:22]1[N:27]([CH3:28])[C:26](=[O:29])[C:25]([C:30]2[CH:39]=[CH:38][C:37]3[C:32](=[CH:33][CH:34]=[CH:35][CH:36]=3)[CH:31]=2)=[C:24]([C:40]2[CH:45]=[CH:44][N:43]=[CH:42][CH:41]=2)[N:23]=1. Given the reactants [NH2:1][CH2:2][CH:3]([OH:13])[CH2:4][C:5]1[CH:10]=[CH:9][C:8]([O:11][CH3:12])=[CH:7][CH:6]=1.C(N(CC)CC)C.Cl[C:22]1[N:27]([CH3:28])[C:26](=[O:29])[C:25]([C:30]2[CH:39]=[CH:38][C:37]3[C:32](=[CH:33][CH:34]=[CH:35][CH:36]=3)[CH:31]=2)=[C:24]([C:40]2[CH:45]=[CH:44][N:43]=[CH:42][CH:41]=2)[N:23]=1, predict the reaction product. (4) Given the reactants Br[CH2:2][C:3]1[CH:13]=[CH:12][C:11]([O:14][CH3:15])=[CH:10][C:4]=1[C:5]([O:7]CC)=O.[CH:16]([C:19]1[CH:20]=[CH:21][C:22]([NH2:25])=[N:23][CH:24]=1)([CH3:18])[CH3:17].[O-]CC.[Na+], predict the reaction product. The product is: [CH:16]([C:19]1[CH:20]=[CH:21][C:22]([N:25]2[CH2:2][C:3]3[C:4](=[CH:10][C:11]([O:14][CH3:15])=[CH:12][CH:13]=3)[C:5]2=[O:7])=[N:23][CH:24]=1)([CH3:18])[CH3:17]. (5) Given the reactants [Si]([O:8][C@H:9]1[C@H:13]([CH3:14])[N:12]([C:15]2[CH:22]=[CH:21][C:18]([C:19]#[N:20])=[C:17]([Cl:23])[C:16]=2[CH3:24])[C:11](=[O:25])[C:10]1([CH3:27])[CH3:26])(C(C)(C)C)(C)C.[F-].C([N+](CCCC)(CCCC)CCCC)CCC.C1COCC1.O, predict the reaction product. The product is: [Cl:23][C:17]1[C:16]([CH3:24])=[C:15]([N:12]2[C@@H:13]([CH3:14])[C@H:9]([OH:8])[C:10]([CH3:27])([CH3:26])[C:11]2=[O:25])[CH:22]=[CH:21][C:18]=1[C:19]#[N:20].